Dataset: Peptide-MHC class I binding affinity with 185,985 pairs from IEDB/IMGT. Task: Regression. Given a peptide amino acid sequence and an MHC pseudo amino acid sequence, predict their binding affinity value. This is MHC class I binding data. (1) The peptide sequence is WVRQAPGKGL. The MHC is HLA-A68:01 with pseudo-sequence HLA-A68:01. The binding affinity (normalized) is 0. (2) The peptide sequence is TFVPIAWAAAY. The MHC is HLA-A03:01 with pseudo-sequence HLA-A03:01. The binding affinity (normalized) is 0.0847. (3) The peptide sequence is HSNVKELVFKF. The MHC is Mamu-A02 with pseudo-sequence Mamu-A02. The binding affinity (normalized) is 0.191. (4) The peptide sequence is AVDLSHFLK. The MHC is HLA-A02:03 with pseudo-sequence HLA-A02:03. The binding affinity (normalized) is 0. (5) The peptide sequence is MAMFYAHAL. The MHC is HLA-A32:01 with pseudo-sequence HLA-A32:01. The binding affinity (normalized) is 0.128. (6) The peptide sequence is RRWQQLLA. The MHC is Mamu-B08 with pseudo-sequence Mamu-B08. The binding affinity (normalized) is 0.543.